From a dataset of Forward reaction prediction with 1.9M reactions from USPTO patents (1976-2016). Predict the product of the given reaction. Given the reactants [NH2:1][CH2:2][C@H:3]1[N:8]([C:9]([C:11]2[N:12]=[C:13]([CH3:23])[S:14][C:15]=2[C:16]2[CH:17]=[C:18]([CH3:22])[CH:19]=[CH:20][CH:21]=2)=[O:10])[CH2:7][C@H:6]2[C@@H:4]1[CH2:5]2.[CH3:24][N:25]1[C:33]2[C:28](=[CH:29][CH:30]=[CH:31][CH:32]=2)[C:27]([C:34](O)=[O:35])=[C:26]1[CH3:37], predict the reaction product. The product is: [CH3:23][C:13]1[S:14][C:15]([C:16]2[CH:17]=[C:18]([CH3:22])[CH:19]=[CH:20][CH:21]=2)=[C:11]([C:9]([N:8]2[CH2:7][C@H:6]3[C@H:4]([CH2:5]3)[C@H:3]2[CH2:2][NH:1][C:34]([C:27]2[C:28]3[C:33](=[CH:32][CH:31]=[CH:30][CH:29]=3)[N:25]([CH3:24])[C:26]=2[CH3:37])=[O:35])=[O:10])[N:12]=1.